This data is from Peptide-MHC class II binding affinity with 134,281 pairs from IEDB. The task is: Regression. Given a peptide amino acid sequence and an MHC pseudo amino acid sequence, predict their binding affinity value. This is MHC class II binding data. (1) The peptide sequence is GGSILKISNKFHTKG. The MHC is HLA-DPA10103-DPB10401 with pseudo-sequence HLA-DPA10103-DPB10401. The binding affinity (normalized) is 0.0919. (2) The peptide sequence is PQLTKNAGVLTCSLS. The MHC is DRB1_1201 with pseudo-sequence DRB1_1201. The binding affinity (normalized) is 0.310. (3) The peptide sequence is HLISEILSREYEARQ. The MHC is DRB1_0101 with pseudo-sequence DRB1_0101. The binding affinity (normalized) is 0.445. (4) The peptide sequence is DGGGFYADDTAGWDT. The MHC is DRB1_0801 with pseudo-sequence DRB1_0801. The binding affinity (normalized) is 0.292. (5) The peptide sequence is GRYNCKCCWFADKNL. The binding affinity (normalized) is 0.445. The MHC is DRB1_0405 with pseudo-sequence DRB1_0405. (6) The peptide sequence is VVAPQLPADLMIRII. The MHC is HLA-DQA10102-DQB10602 with pseudo-sequence HLA-DQA10102-DQB10602. The binding affinity (normalized) is 0.445. (7) The peptide sequence is LLDNRSNHYEEVIAS. The binding affinity (normalized) is 0.00685. The MHC is DRB3_0101 with pseudo-sequence DRB3_0101. (8) The peptide sequence is LVGPTPVNIIGRDLLTQIGC. The MHC is HLA-DQA10401-DQB10402 with pseudo-sequence HLA-DQA10401-DQB10402. The binding affinity (normalized) is 0.274. (9) The peptide sequence is SVCNKVKGLKVFNTR. The MHC is DRB1_0404 with pseudo-sequence DRB1_0404. The binding affinity (normalized) is 0.825. (10) The peptide sequence is ITKLGAKPDGKTDCT. The MHC is DRB1_1101 with pseudo-sequence DRB1_1101. The binding affinity (normalized) is 0.304.